Dataset: Full USPTO retrosynthesis dataset with 1.9M reactions from patents (1976-2016). Task: Predict the reactants needed to synthesize the given product. (1) Given the product [OH:1][N:2]=[C:3]([Cl:21])[C:5]1[C:10]([NH:11][CH2:12][C:13]2[CH:18]=[CH:17][C:16]([O:19][CH3:20])=[CH:15][CH:14]=2)=[N:9][CH:8]=[CH:7][N:6]=1, predict the reactants needed to synthesize it. The reactants are: [OH:1][N:2]=[C:3]([C:5]1[C:10]([NH:11][CH2:12][C:13]2[CH:18]=[CH:17][C:16]([O:19][CH3:20])=[CH:15][CH:14]=2)=[N:9][CH:8]=[CH:7][N:6]=1)N.[ClH:21].CS(C)=O.N([O-])=O.[Na+]. (2) Given the product [I:17][C:15]1[CH:14]=[CH:13][C:8]2[NH:9][C:10](=[O:12])[CH2:11][C:5]3[CH:4]=[N:3][C:2]([NH:1][C:19](=[O:26])[C:20]4[CH:25]=[CH:24][CH:23]=[CH:22][CH:21]=4)=[N:18][C:6]=3[C:7]=2[CH:16]=1, predict the reactants needed to synthesize it. The reactants are: [NH2:1][C:2]1[N:3]=[CH:4][C:5]2[CH2:11][C:10](=[O:12])[NH:9][C:8]3[CH:13]=[CH:14][C:15]([I:17])=[CH:16][C:7]=3[C:6]=2[N:18]=1.[C:19](Cl)(=[O:26])[C:20]1[CH:25]=[CH:24][CH:23]=[CH:22][CH:21]=1.CCOCC. (3) Given the product [Cl:8][C:6]1[CH:5]=[CH:4][C:3]([C:9]2[C:18]3[C:13](=[CH:14][C:15]([S:19]([NH:22][C:23]4[CH:27]=[CH:26][O:25][N:24]=4)(=[O:21])=[O:20])=[CH:16][CH:17]=3)[CH:12]=[CH:11][N:10]=2)=[C:2]([C:33]2[N:29]([CH3:28])[N:30]=[CH:31][CH:32]=2)[CH:7]=1, predict the reactants needed to synthesize it. The reactants are: Br[C:2]1[CH:7]=[C:6]([Cl:8])[CH:5]=[CH:4][C:3]=1[C:9]1[C:18]2[C:13](=[CH:14][C:15]([S:19]([NH:22][C:23]3[CH:27]=[CH:26][O:25][N:24]=3)(=[O:21])=[O:20])=[CH:16][CH:17]=2)[CH:12]=[CH:11][N:10]=1.[CH3:28][N:29]1[C:33](B2OC(C)(C)C(C)(C)O2)=[CH:32][CH:31]=[N:30]1.C(=O)([O-])[O-].[K+].[K+].B(O)O.